This data is from Forward reaction prediction with 1.9M reactions from USPTO patents (1976-2016). The task is: Predict the product of the given reaction. (1) Given the reactants [OH-].[Na+].C([O:5][C:6](=[O:25])[CH2:7][O:8][C:9]1[CH:14]=[CH:13][C:12]([C:15]([F:18])([F:17])[F:16])=[CH:11][C:10]=1[CH:19]1[CH2:24][CH2:23][CH2:22][CH:21]=[CH:20]1)C.Cl, predict the reaction product. The product is: [CH:19]1([C:10]2[CH:11]=[C:12]([C:15]([F:16])([F:17])[F:18])[CH:13]=[CH:14][C:9]=2[O:8][CH2:7][C:6]([OH:25])=[O:5])[CH2:24][CH2:23][CH2:22][CH:21]=[CH:20]1. (2) Given the reactants Br[C:2]1[CH:3]=[N:4][C:5]([NH:8][C:9]2[CH:14]=[CH:13][C:12]([O:15][CH:16]([F:18])[F:17])=[C:11]([Cl:19])[CH:10]=2)=[N:6][CH:7]=1.[CH3:20][Si:21]([CH3:40])([CH3:39])[CH2:22][CH2:23][O:24][CH2:25][N:26]1[C:35]2[C:30](=[CH:31][C:32]([CH:36]=[CH2:37])=[CH:33][CH:34]=2)[CH:29]=[CH:28][C:27]1=[O:38], predict the reaction product. The product is: [Cl:19][C:11]1[CH:10]=[C:9]([NH:8][C:5]2[N:4]=[CH:3][C:2](/[CH:37]=[CH:36]/[C:32]3[CH:31]=[C:30]4[C:35](=[CH:34][CH:33]=3)[N:26]([CH2:25][O:24][CH2:23][CH2:22][Si:21]([CH3:20])([CH3:40])[CH3:39])[C:27](=[O:38])[CH:28]=[CH:29]4)=[CH:7][N:6]=2)[CH:14]=[CH:13][C:12]=1[O:15][CH:16]([F:18])[F:17]. (3) Given the reactants [C:1](N1C=CN=C1)(N1C=CN=C1)=[S:2].C(N(C(C)C)CC)(C)C.Cl.[F:23][C:24]([F:28])([F:27])[CH2:25][NH2:26].[NH2:29][CH:30]([CH2:48][S:49]([CH2:52][C:53]1[CH:58]=[CH:57][CH:56]=[CH:55][CH:54]=1)(=[O:51])=[O:50])[C:31]([NH:33][CH:34]([CH:37]([C:39]1[O:40][C:41]2[CH:47]=[CH:46][CH:45]=[CH:44][C:42]=2[N:43]=1)[OH:38])[CH2:35][CH3:36])=[O:32], predict the reaction product. The product is: [O:40]1[C:41]2[CH:47]=[CH:46][CH:45]=[CH:44][C:42]=2[N:43]=[C:39]1[CH:37]([OH:38])[CH:34]([NH:33][C:31](=[O:32])[CH:30]([NH:29][C:1]([NH:26][CH2:25][C:24]([F:28])([F:27])[F:23])=[S:2])[CH2:48][S:49]([CH2:52][C:53]1[CH:58]=[CH:57][CH:56]=[CH:55][CH:54]=1)(=[O:50])=[O:51])[CH2:35][CH3:36]. (4) The product is: [ClH:5].[NH2:21][C:13]1[C:12]2[N:22]=[C:9]([CH2:8][O:7][NH:6][S:2]([CH3:1])(=[O:4])=[O:3])[N:10]([CH2:23][CH:24]([CH3:25])[CH3:26])[C:11]=2[C:20]2[CH2:19][CH2:18][CH2:17][CH2:16][C:15]=2[N:14]=1. Given the reactants [CH3:1][S:2]([Cl:5])(=[O:4])=[O:3].[NH2:6][O:7][CH2:8][C:9]1[N:10]([CH2:23][CH:24]([CH3:26])[CH3:25])[C:11]2[C:20]3[CH2:19][CH2:18][CH2:17][CH2:16][C:15]=3[N:14]=[C:13]([NH2:21])[C:12]=2[N:22]=1.C(N(CC)CC)C, predict the reaction product. (5) Given the reactants [F:1][C:2]([F:9])([F:8])[C:3]([O:5]CC)=O.[NH2:10][CH2:11][CH2:12][CH2:13][CH2:14][OH:15], predict the reaction product. The product is: [OH:15][CH2:14][CH2:13][CH2:12][CH2:11][NH:10][C:3](=[O:5])[C:2]([F:1])([F:8])[F:9].